From a dataset of Catalyst prediction with 721,799 reactions and 888 catalyst types from USPTO. Predict which catalyst facilitates the given reaction. (1) Reactant: [Br:1][C:2]1[CH:3]=[C:4]([NH2:9])[C:5]([Cl:8])=[N:6][CH:7]=1.[NH:10]1[CH2:15][CH2:14][CH2:13][CH2:12][CH2:11]1.[S:16](Cl)(Cl)(=[O:18])=[O:17]. Product: [Br:1][C:2]1[CH:3]=[C:4]([NH:9][S:16]([N:10]2[CH2:15][CH2:14][CH2:13][CH2:12][CH2:11]2)(=[O:18])=[O:17])[C:5]([Cl:8])=[N:6][CH:7]=1. The catalyst class is: 383. (2) Reactant: [Br:1][C:2]1[N:7]=[C:6]([NH2:8])[CH:5]=[CH:4][CH:3]=1.Br[CH2:10][C:11](=O)[C:12]([F:15])([F:14])[F:13]. Product: [Br:1][C:2]1[N:7]2[CH:10]=[C:11]([C:12]([F:15])([F:14])[F:13])[N:8]=[C:6]2[CH:5]=[CH:4][CH:3]=1. The catalyst class is: 8. (3) Reactant: [CH3:1][C:2]([OH:7])([CH3:6])[C:3](=[O:5])[CH3:4].[Br-:8].[Br-:9].[Br-].[NH+]1C=CC=CC=1.[NH+]1C=CC=CC=1.[NH+]1C=CC=CC=1. Product: [Br:8][CH:4]([Br:9])[C:3](=[O:5])[C:2]([OH:7])([CH3:6])[CH3:1]. The catalyst class is: 4. (4) Reactant: C([O:3][C:4]([CH:6]1[CH2:11][CH2:10][N:9]([CH2:12][C:13]2[CH:18]=[CH:17][CH:16]=[CH:15][CH:14]=2)[CH2:8][CH:7]1[C:19]1[S:20][CH:21]=[CH:22][CH:23]=1)=[O:5])C. Product: [CH2:12]([N:9]1[CH2:10][CH2:11][CH:6]([C:4]([OH:5])=[O:3])[CH:7]([C:19]2[S:20][CH:21]=[CH:22][CH:23]=2)[CH2:8]1)[C:13]1[CH:14]=[CH:15][CH:16]=[CH:17][CH:18]=1. The catalyst class is: 33. (5) Reactant: [C:1]([O:4][C:5]1[CH:6]=[C:7]2[C:12](=[CH:13][C:14]=1[O:15][CH3:16])[N:11]=[C:10]([C:17]1[CH:22]=[CH:21][CH:20]=[C:19]([C:23]3[CH:28]=[CH:27][CH:26]=[CH:25][CH:24]=3)[CH:18]=1)[N:9]=[C:8]2Cl)(=[O:3])[CH3:2].[NH2:30][C:31]1[CH:32]=[C:33]2[C:37](=[CH:38][CH:39]=1)[N:36]([C:40]([O:42][C:43]([CH3:46])([CH3:45])[CH3:44])=[O:41])[N:35]=[CH:34]2. Product: [C:1]([O:4][C:5]1[CH:6]=[C:7]2[C:12](=[CH:13][C:14]=1[O:15][CH3:16])[N:11]=[C:10]([C:17]1[CH:22]=[CH:21][CH:20]=[C:19]([C:23]3[CH:28]=[CH:27][CH:26]=[CH:25][CH:24]=3)[CH:18]=1)[N:9]=[C:8]2[NH:30][C:31]1[CH:32]=[C:33]2[C:37](=[CH:38][CH:39]=1)[N:36]([C:40]([O:42][C:43]([CH3:46])([CH3:45])[CH3:44])=[O:41])[N:35]=[CH:34]2)(=[O:3])[CH3:2]. The catalyst class is: 32. (6) Reactant: O[C:2]1[C:11]2[C:10](=[O:12])[C:9]([O:13][CH3:14])=[CH:8][C:7](=[O:15])[C:6]=2[C:5]([OH:16])=[C:4]2[C:17](=[O:37])[C@:18]3([C:32]4[C:31]([OH:33])=[C:30]5[C:25]([CH:26]=[C:27]([CH:35]=O)[NH:28][C:29]5=[O:34])=[CH:24][C:23]=4[CH2:22][CH2:21]3)[C:19](=[O:20])[C:3]=12.[Cl-].[OH:39][NH3+:40].N1C=CC=CC=1.[OH2:47]. Product: [OH:47][C:2]1[C:11]2[C:10](=[O:12])[C:9]([O:13][CH3:14])=[CH:8][C:7](=[O:15])[C:6]=2[C:5]([OH:16])=[C:4]2[C:17](=[O:37])[C@:18]3([C:32]4[C:31]([OH:33])=[C:30]5[C:25]([CH:26]=[C:27]([CH:35]=[N:40][OH:39])[NH:28][C:29]5=[O:34])=[CH:24][C:23]=4[CH2:22][CH2:21]3)[C:19](=[O:20])[C:3]=12. The catalyst class is: 3.